Dataset: TCR-epitope binding with 47,182 pairs between 192 epitopes and 23,139 TCRs. Task: Binary Classification. Given a T-cell receptor sequence (or CDR3 region) and an epitope sequence, predict whether binding occurs between them. (1) The epitope is IVTDFSVIK. The TCR CDR3 sequence is CASSLGTSGSSYEQYF. Result: 1 (the TCR binds to the epitope). (2) The epitope is EHPTFTSQYRIQGKL. The TCR CDR3 sequence is CASSLGYGYTF. Result: 0 (the TCR does not bind to the epitope). (3) Result: 1 (the TCR binds to the epitope). The epitope is EILDITPCSF. The TCR CDR3 sequence is CASSLVQGAYEQYF. (4) The epitope is LLFGYPVYV. The TCR CDR3 sequence is CSVNVQGVGYEQYF. Result: 0 (the TCR does not bind to the epitope). (5) Result: 0 (the TCR does not bind to the epitope). The epitope is KTWGQYWQV. The TCR CDR3 sequence is CASSSGTDYGYTF. (6) The epitope is PROT_97E67BCC. The TCR CDR3 sequence is CASRPLHSVYEQYF. Result: 1 (the TCR binds to the epitope). (7) The epitope is NLVPMVATV. The TCR CDR3 sequence is CASSQSGIKDTQYF. Result: 1 (the TCR binds to the epitope). (8) The epitope is TSDLATNNLVVMAY. The TCR CDR3 sequence is CASSLWDRGRETAFF. Result: 0 (the TCR does not bind to the epitope). (9) The epitope is RAKFKQLL. The TCR CDR3 sequence is CASSIGSYGYTF. Result: 1 (the TCR binds to the epitope).